From a dataset of hERG potassium channel inhibition data for cardiac toxicity prediction from Karim et al.. Regression/Classification. Given a drug SMILES string, predict its toxicity properties. Task type varies by dataset: regression for continuous values (e.g., LD50, hERG inhibition percentage) or binary classification for toxic/non-toxic outcomes (e.g., AMES mutagenicity, cardiotoxicity, hepatotoxicity). Dataset: herg_karim. The drug is CC(=O)Nc1cncc(-c2nc(NCc3ccccn3)c3c(-c4ccccc4)cccc3n2)c1. The result is 1 (blocker).